This data is from Peptide-MHC class II binding affinity with 134,281 pairs from IEDB. The task is: Regression. Given a peptide amino acid sequence and an MHC pseudo amino acid sequence, predict their binding affinity value. This is MHC class II binding data. (1) The peptide sequence is IAPAVQTNWQKLETFWAKHM. The MHC is HLA-DQA10102-DQB10602 with pseudo-sequence HLA-DQA10102-DQB10602. The binding affinity (normalized) is 0.252. (2) The peptide sequence is TEAVQKIATESIVIWGKTPKFRL. The MHC is HLA-DPA10301-DPB10402 with pseudo-sequence HLA-DPA10301-DPB10402. The binding affinity (normalized) is 0.310. (3) The peptide sequence is HEALNIALIAVSIIS. The MHC is DRB1_0101 with pseudo-sequence DRB1_0101. The binding affinity (normalized) is 0.941. (4) The peptide sequence is DDLMIRVIAQGPTAT. The MHC is DRB5_0101 with pseudo-sequence DRB5_0101. The binding affinity (normalized) is 0.177. (5) The peptide sequence is NFRFMSKGGMRNVFDEVIPT. The MHC is DRB1_0101 with pseudo-sequence DRB1_0101. The binding affinity (normalized) is 0.665.